From a dataset of Catalyst prediction with 721,799 reactions and 888 catalyst types from USPTO. Predict which catalyst facilitates the given reaction. (1) Product: [CH2:1]([O:8][C:9]1[C:10]([C:32]([O:34][C:35]([CH3:38])([CH3:37])[CH3:36])=[O:33])=[N:11][C:12]([CH2:19][N:20]2[CH:24]=[CH:23][C:22]([C:25]3[CH:26]=[CH:27][C:28]([F:31])=[CH:29][CH:30]=3)=[CH:21]2)=[N:13][C:14]=1[OH:15])[C:2]1[CH:7]=[CH:6][CH:5]=[CH:4][CH:3]=1. Reactant: [CH2:1]([O:8][C:9]1[C:10]([C:32]([O:34][C:35]([CH3:38])([CH3:37])[CH3:36])=[O:33])=[N:11][C:12]([CH2:19][N:20]2[CH:24]=[CH:23][C:22]([C:25]3[CH:30]=[CH:29][C:28]([F:31])=[CH:27][CH:26]=3)=[CH:21]2)=[N:13][C:14]=1[O:15]COC)[C:2]1[CH:7]=[CH:6][CH:5]=[CH:4][CH:3]=1.Cl.O1CCOCC1. The catalyst class is: 13. (2) Reactant: [NH:1]1[C:9]2[C:4](=[CH:5][CH:6]=[CH:7][CH:8]=2)[CH:3]=[C:2]1[C:10]([OH:12])=O.F[P-](F)(F)(F)(F)F.[N:20]1([O:29][C:30](N(C)C)=[N+](C)C)[C:24]2C=CC=CC=2N=N1.C(N(CC)CC)C.Cl.CNOC. Product: [CH3:30][O:29][N:20]([CH3:24])[C:10]([C:2]1[NH:1][C:9]2[C:4]([CH:3]=1)=[CH:5][CH:6]=[CH:7][CH:8]=2)=[O:12]. The catalyst class is: 9. (3) The catalyst class is: 214. Reactant: [O:1]1[CH2:6][CH2:5][N:4]([C:7]2[CH:8]=[CH:9][C:10]([N+:15]([O-:17])=[O:16])=[C:11]([CH:14]=2)[CH:12]=[O:13])[CH2:3][CH2:2]1.[BH4-].[Na+]. Product: [O:1]1[CH2:6][CH2:5][N:4]([C:7]2[CH:8]=[CH:9][C:10]([N+:15]([O-:17])=[O:16])=[C:11]([CH2:12][OH:13])[CH:14]=2)[CH2:3][CH2:2]1. (4) Reactant: [CH2:1]([O:8][C:9]([NH:11][CH:12]([CH2:18][CH:19]1[CH2:22][CH2:21][CH2:20]1)[CH:13]([OH:17])[C:14](O)=[O:15])=[O:10])[C:2]1[CH:7]=[CH:6][CH:5]=[CH:4][CH:3]=1.O[N:24]1C(=O)CC[C:25]1=O.C(Cl)CCl.CN. Product: [CH:19]1([CH2:18][CH:12]([NH:11][C:9](=[O:10])[O:8][CH2:1][C:2]2[CH:7]=[CH:6][CH:5]=[CH:4][CH:3]=2)[CH:13]([OH:17])[C:14]([NH:24][CH3:25])=[O:15])[CH2:22][CH2:21][CH2:20]1. The catalyst class is: 168. (5) Reactant: Br[C:2]1[CH:7]=[C:6]([N+:8]([O-:10])=[O:9])[CH:5]=[C:4]([Cl:11])[CH:3]=1.B1([B:21]2[O:25][C:24]([CH3:27])([CH3:26])[C:23]([CH3:29])([CH3:28])[O:22]2)[O:16][C:15]([CH3:18])([CH3:17])[C:14]([CH3:20])([CH3:19])[O:13]1.C([O-])(=O)C.[K+].CS(C)=O. Product: [CH3:17][C:15]([OH:16])([C:14]([CH3:20])([OH:13])[CH3:19])[CH3:18].[Cl:11][C:4]1[CH:3]=[C:2]([B:21]2[O:22][C:23]([CH3:28])([CH3:29])[C:24]([CH3:26])([CH3:27])[O:25]2)[CH:7]=[C:6]([N+:8]([O-:10])=[O:9])[CH:5]=1. The catalyst class is: 13. (6) Reactant: [NH2:1][C:2]1[CH:7]=[CH:6][C:5]([P:8](=[O:11])([CH3:10])[CH3:9])=[CH:4][CH:3]=1.[Cl:12][C:13]1[N:14]=[N:15][C:16]([Cl:20])=[C:17](Cl)[N:18]=1.C(N(CC)CC)C. Product: [Cl:12][C:13]1[N:14]=[N:15][C:16]([Cl:20])=[C:17]([NH:1][C:2]2[CH:3]=[CH:4][C:5]([P:8]([CH3:9])([CH3:10])=[O:11])=[CH:6][CH:7]=2)[N:18]=1. The catalyst class is: 2. (7) Reactant: [CH:1]1[C:15](=[O:16])[N:14]=[C:13]2[N:3]([C@@H:4]3[O:8][C@H:7]([CH2:9][OH:10])[C@@H:6]([OH:11])[C@@H:5]3[O:12]2)[CH:2]=1.[CH2:17]([C:22]1[CH:23]=[C:24]2[C:36]3=[C:37]4[C:27](=[CH:28][CH:29]=[C:30]([CH2:38][OH:39])[C:31]4=[CH:32][CH:33]=[C:34]3[CH:35]=1)[CH:26]=[CH:25]2)[C:18]([CH3:21])([CH3:20])[CH3:19].C([O-])(O)=O.[Na+].C1COCC1. Product: [CH2:17]([C:22]1[CH:23]=[C:24]2[C:36]3=[C:37]4[C:27](=[CH:28][CH:29]=[C:30]([CH2:38][O:39][C@@H:5]5[C@H:6]([OH:11])[C@@H:7]([CH2:9][OH:10])[O:8][C@H:4]5[N:3]5[CH:2]=[CH:1][C:15](=[O:16])[NH:14][C:13]5=[O:12])[C:31]4=[CH:32][CH:33]=[C:34]3[CH:35]=1)[CH:26]=[CH:25]2)[C:18]([CH3:21])([CH3:20])[CH3:19]. The catalyst class is: 16. (8) Reactant: Cl[S:2]([C:5]1[CH:6]=[C:7]([CH:11]=[CH:12][CH:13]=1)[C:8](Cl)=[O:9])(=[O:4])=[O:3].[F:14][C:15]1[CH:20]=[CH:19][C:18]([CH:21]([C:28]2[CH:33]=[CH:32][C:31]([F:34])=[CH:30][CH:29]=2)[N:22]2[CH2:27][CH2:26][NH:25][CH2:24][CH2:23]2)=[CH:17][CH:16]=1.C(=O)([O-])[O-].[Na+].[Na+].[CH2:41]1[NH:46][CH2:45][CH2:44][N:43]2[CH2:47][CH2:48][CH2:49][C@H:42]12. Product: [F:34][C:31]1[CH:32]=[CH:33][C:28]([CH:21]([C:18]2[CH:17]=[CH:16][C:15]([F:14])=[CH:20][CH:19]=2)[N:22]2[CH2:23][CH2:24][N:25]([C:8]([C:7]3[CH:6]=[C:5]([S:2]([N:46]4[CH2:45][CH2:44][N:43]5[CH2:47][CH2:48][CH2:49][C@@H:42]5[CH2:41]4)(=[O:4])=[O:3])[CH:13]=[CH:12][CH:11]=3)=[O:9])[CH2:26][CH2:27]2)=[CH:29][CH:30]=1. The catalyst class is: 98. (9) Reactant: C([NH:8][CH2:9][CH2:10][CH2:11][CH2:12][C@@H:13]([C:32]([OH:34])=[O:33])[NH:14]C(OCC1C2C(=CC=CC=2)C2C1=CC=CC=2)=O)(OC(C)(C)C)=O.CN(C(ON1N=NC2C=CC=CC1=2)=[N+](C)C)C.F[P-](F)(F)(F)(F)F.C1C=CC2N(O)N=NC=2C=1.CCN(C(C)C)C(C)C.BrCC(O)=O.CC(C)N=C=NC(C)C.C(N)CC. Product: [NH2:14][C@H:13]([C:32]([OH:34])=[O:33])[CH2:12][CH2:11][CH2:10][CH2:9][NH2:8]. The catalyst class is: 3. (10) Reactant: [OH:1][C:2]1[CH:3]=[C:4]([NH:8][C:9](=[O:15])[O:10][C:11]([CH3:14])([CH3:13])[CH3:12])[CH:5]=[CH:6][CH:7]=1.C(=O)([O-])[O-].[K+].[K+].FC(F)(F)S(O[CH2:28][C:29]([F:32])([F:31])[F:30])(=O)=O. Product: [F:30][C:29]([F:32])([F:31])[CH2:28][O:1][C:2]1[CH:3]=[C:4]([NH:8][C:9](=[O:15])[O:10][C:11]([CH3:12])([CH3:14])[CH3:13])[CH:5]=[CH:6][CH:7]=1. The catalyst class is: 21.